From a dataset of Full USPTO retrosynthesis dataset with 1.9M reactions from patents (1976-2016). Predict the reactants needed to synthesize the given product. (1) Given the product [Cl:1][C:2]1[CH:3]=[C:4]([C@@H:12]([CH2:29][CH:30]2[CH2:34][CH2:33][CH2:32][CH2:31]2)[C:13]([NH:15][C:16]2[CH:21]=[N:20][C:19]([C@H:22]([OH:23])[CH2:26][OH:25])=[CH:18][N:17]=2)=[O:14])[CH:5]=[CH:6][C:7]=1[S:8]([CH3:11])(=[O:10])=[O:9], predict the reactants needed to synthesize it. The reactants are: [Cl:1][C:2]1[CH:3]=[C:4]([C@@H:12]([CH2:29][CH:30]2[CH2:34][CH2:33][CH2:32][CH2:31]2)[C:13]([NH:15][C:16]2[CH:21]=[N:20][C:19]([C@H:22]3[CH2:26][O:25]C(C)(C)[O:23]3)=[CH:18][N:17]=2)=[O:14])[CH:5]=[CH:6][C:7]=1[S:8]([CH3:11])(=[O:10])=[O:9].Cl. (2) Given the product [CH3:11][O:12][CH:13]1[CH2:18][CH2:17][C:16](=[N:2][NH:1][C:3]2[CH:8]=[C:7]([CH3:9])[NH:6][C:5](=[O:10])[CH:4]=2)[CH2:15][CH2:14]1, predict the reactants needed to synthesize it. The reactants are: [NH:1]([C:3]1[CH:8]=[C:7]([CH3:9])[NH:6][C:5](=[O:10])[CH:4]=1)[NH2:2].[CH3:11][O:12][CH:13]1[CH2:18][CH2:17][C:16](=O)[CH2:15][CH2:14]1. (3) Given the product [C:20]([O:17][CH2:16][CH2:15][C:12]1[CH:13]=[CH:14][C:9]([N:8]2[C:7]3[CH:6]=[C:5]([CH3:18])[N:4]=[C:3]([CH3:19])[C:2]=3[N:1]=[C:29]2[CH2:30][CH3:31])=[CH:10][CH:11]=1)(=[O:23])[CH2:21][CH3:22], predict the reactants needed to synthesize it. The reactants are: [NH2:1][C:2]1[C:3]([CH3:19])=[N:4][C:5]([CH3:18])=[CH:6][C:7]=1[NH:8][C:9]1[CH:14]=[CH:13][C:12]([CH2:15][CH2:16][OH:17])=[CH:11][CH:10]=1.[C:20](O[C:20](=[O:23])[CH2:21][CH3:22])(=[O:23])[CH2:21][CH3:22].[C:29](O)(=O)[CH2:30][CH3:31]. (4) The reactants are: ClC1C2N=C(CCCCCCCCCCCCCCC)N(CC(C)C)C=2C2C=CC=CC=2N=1.ClC1C(N)=C(NCC(C)C)C2C(=CC=CC=2)N=1.[C:51]([OH:68])(=[O:67])[CH2:52][CH2:53][CH2:54][CH2:55][CH2:56][CH2:57][CH2:58][CH2:59][CH2:60][CH2:61][CH2:62][CH2:63][CH2:64][CH2:65][CH3:66].[OH-].[Na+:70]. Given the product [C:51]([O-:68])(=[O:67])[CH2:52][CH2:53][CH2:54][CH2:55][CH2:56][CH2:57][CH2:58][CH2:59][CH2:60][CH2:61][CH2:62][CH2:63][CH2:64][CH2:65][CH3:66].[Na+:70], predict the reactants needed to synthesize it. (5) Given the product [O:25]=[C:24]1[NH:23][CH:29]([CH:12]([CH3:11])[C:14]([NH:20][C:19]2[CH:18]=[CH:17][C:16]([O:15][CH2:14][C:12]3[C:11]4[C:6](=[CH:7][CH:8]=[CH:9][CH:10]=4)[N:5]=[C:4]([CH3:3])[CH:13]=3)=[CH:22][CH:21]=2)=[O:15])[C:27](=[O:28])[NH:26]1, predict the reactants needed to synthesize it. The reactants are: Cl.Cl.[CH3:3][C:4]1[CH:13]=[C:12]([CH2:14][O:15][C:16]2[CH:22]=[CH:21][C:19]([NH2:20])=[CH:18][CH:17]=2)[C:11]2[C:6](=[CH:7][CH:8]=[CH:9][CH:10]=2)[N:5]=1.[NH:23]1[CH2:29][C:27](=[O:28])[NH:26][C:24]1=[O:25]. (6) Given the product [F:14][C:10]1[CH:9]=[C:8]([CH2:7][CH2:6][CH2:5][C:4]([OH:15])=[O:3])[CH:13]=[CH:12][CH:11]=1, predict the reactants needed to synthesize it. The reactants are: C([O:3][C:4](=[O:15])[CH2:5][CH2:6][CH2:7][C:8]1[CH:13]=[CH:12][CH:11]=[C:10]([F:14])[CH:9]=1)C.[OH-].[Na+].